This data is from Catalyst prediction with 721,799 reactions and 888 catalyst types from USPTO. The task is: Predict which catalyst facilitates the given reaction. (1) Reactant: [C:1]([O:5][C:6](=[O:16])[NH:7][C:8]1[CH:13]=[CH:12][C:11]([F:14])=[CH:10][C:9]=1[F:15])([CH3:4])([CH3:3])[CH3:2].C([Li])CCC.C([N-]C(C)C)(C)C.[Li+].CN(C)[CH:32]=[O:33]. Product: [C:1]([O:5][C:6](=[O:16])[NH:7][C:8]1[CH:13]=[CH:12][C:11]([F:14])=[C:10]([CH:32]=[O:33])[C:9]=1[F:15])([CH3:4])([CH3:2])[CH3:3]. The catalyst class is: 7. (2) The catalyst class is: 61. Product: [C:56]([Si:60]([CH3:71])([CH3:70])[O:61][CH2:10][CH2:14][N:15]1[CH:19]=[CH:18][C:17]([NH:20][C:21](=[O:40])[C@@H:22]([C:29]2[CH:34]=[CH:33][C:32]([S:35]([CH3:38])(=[O:37])=[O:36])=[C:31]([CH3:42])[CH:30]=2)[CH2:23][CH:24]2[CH2:25][CH2:26][CH2:27][CH2:28]2)=[N:16]1)([CH3:59])([CH3:58])[CH3:57]. Reactant: C(OC(=O)NC1C=CC=[C:10]([CH2:14][N:15]2[CH:19]=[CH:18][C:17]([NH:20][C:21](=[O:40])[C@@H:22]([C:29]3[CH:34]=[CH:33][C:32]([S:35]([CH3:38])(=[O:37])=[O:36])=[C:31](Cl)[CH:30]=3)[CH2:23][CH:24]3[CH2:28][CH2:27][CH2:26][CH2:25]3)=[N:16]2)C=1)(C)(C)C.[C:42](Cl)(=O)C(Cl)=O.N1C(C)=CC=CC=1C.[C:56]([Si:60]([CH3:71])([CH3:70])[O:61]CCN1C=CC(N)=N1)([CH3:59])([CH3:58])[CH3:57]. (3) Reactant: [H-].[Na+].[CH2:3]([N:10]1[CH2:15][CH2:14][NH:13][C:12](=[O:16])[CH:11]1[C:17]1[CH:22]=[CH:21][CH:20]=[CH:19][CH:18]=1)[C:4]1[CH:9]=[CH:8][CH:7]=[CH:6][CH:5]=1.[CH3:23]I. Product: [CH2:3]([N:10]1[CH2:15][CH2:14][N:13]([CH3:23])[C:12](=[O:16])[CH:11]1[C:17]1[CH:22]=[CH:21][CH:20]=[CH:19][CH:18]=1)[C:4]1[CH:5]=[CH:6][CH:7]=[CH:8][CH:9]=1. The catalyst class is: 35. (4) Reactant: [NH2:1][C@@H:2]([C:7]([OH:9])=[O:8])[CH2:3][C:4]([OH:6])=[O:5].S(Cl)([Cl:12])=O.[CH2:14](OCC)C. Product: [NH2:1][C@H:2]([CH2:3][C:4]([O:6][CH3:14])=[O:5])[C:7]([OH:9])=[O:8].[ClH:12]. The catalyst class is: 5.